Dataset: Catalyst prediction with 721,799 reactions and 888 catalyst types from USPTO. Task: Predict which catalyst facilitates the given reaction. (1) Reactant: Br[C:2]1[S:19][C:5]2[CH2:6][N:7]([C:12]([O:14][C:15]([CH3:18])([CH3:17])[CH3:16])=[O:13])[CH2:8][CH:9]([CH3:11])[O:10][C:4]=2[C:3]=1[CH:20]([CH3:22])[CH3:21].[CH3:23]B(O)O.P([O-])([O-])([O-])=O.[K+].[K+].[K+].COCCOC. Product: [CH3:11][CH:9]1[CH2:8][N:7]([C:12]([O:14][C:15]([CH3:18])([CH3:17])[CH3:16])=[O:13])[CH2:6][C:5]2[S:19][C:2]([CH3:23])=[C:3]([CH:20]([CH3:22])[CH3:21])[C:4]=2[O:10]1. The catalyst class is: 103. (2) The catalyst class is: 387. Reactant: [Cl:1][C:2]1[C:3]([C:17]2[CH:22]=[CH:21][CH:20]=[C:19]([NH:23][CH2:24][CH:25]3[CH2:30][CH2:29][O:28][CH2:27][CH2:26]3)[N:18]=2)=[CH:4][C:5]([NH:8][C:9]([C@@H:11]2[CH2:16][CH2:15][CH2:14][NH:13][CH2:12]2)=[O:10])=[N:6][CH:7]=1.[F:31][C:32]([F:43])([F:42])S(O[CH2:37][C:38]([F:41])([F:40])[F:39])(=O)=O.C(#N)C.[C:47](=[O:50])([O-])[O-:48].[K+].[K+]. Product: [Cl:1][C:2]1[C:3]([C:17]2[CH:22]=[CH:21][CH:20]=[C:19]([NH:23][CH2:24][CH:25]3[CH2:30][CH2:29][O:28][CH2:27][CH2:26]3)[N:18]=2)=[CH:4][C:5]([NH:8][C:9]([C@@H:11]2[CH2:16][CH2:15][CH2:14][N:13]([CH2:37][C:38]([F:41])([F:40])[F:39])[CH2:12]2)=[O:10])=[N:6][CH:7]=1.[F:31][C:32]([F:43])([F:42])[C:47]([OH:48])=[O:50]. (3) Reactant: [CH2:1]([O:8][CH2:9][C:10]1[O:14][C:13]([C:15]2[CH:20]=[CH:19][CH:18]=[CH:17][CH:16]=2)=[N:12][C:11]=1[C:21]([N:23]([CH2:31][C:32]([O:34]C)=[O:33])[CH2:24][C:25]1[CH:30]=[CH:29][CH:28]=[CH:27][N:26]=1)=[O:22])[C:2]1[CH:7]=[CH:6][CH:5]=[CH:4][CH:3]=1.[OH-].[Li+]. Product: [CH2:1]([O:8][CH2:9][C:10]1[O:14][C:13]([C:15]2[CH:20]=[CH:19][CH:18]=[CH:17][CH:16]=2)=[N:12][C:11]=1[C:21]([N:23]([CH2:31][C:32]([OH:34])=[O:33])[CH2:24][C:25]1[CH:30]=[CH:29][CH:28]=[CH:27][N:26]=1)=[O:22])[C:2]1[CH:3]=[CH:4][CH:5]=[CH:6][CH:7]=1. The catalyst class is: 30. (4) Reactant: C[O:2][C:3]([C@@H:5]([C:12]1[CH:17]=[CH:16][CH:15]=[CH:14][CH:13]=1)[C@@H:6]1[NH:11][CH2:10][CH2:9][CH2:8][CH2:7]1)=[O:4].[ClH:18]. Product: [CH2:8]1[CH2:7][C@@H:6]([C@@H:5]([C:3]([OH:4])=[O:2])[C:12]2[CH:13]=[CH:14][CH:15]=[CH:16][CH:17]=2)[NH:11][CH2:10][CH2:9]1.[ClH:18]. The catalyst class is: 6. (5) Reactant: [CH3:1][N:2]1[CH2:7][CH2:6][N:5]([CH2:8][C:9]2[CH:10]=[C:11]([C:15](=[O:17])[CH3:16])[CH:12]=[CH:13][CH:14]=2)[CH2:4][CH2:3]1.[CH:18]([C:20]1[N:25]=[C:24](/[CH:26]=[CH:27]/[C:28]([O:30][C:31]([CH3:34])([CH3:33])[CH3:32])=[O:29])[CH:23]=[CH:22][CH:21]=1)=O.[OH-].[K+]. Product: [CH3:1][N:2]1[CH2:7][CH2:6][N:5]([CH2:8][C:9]2[CH:10]=[C:11]([C:15](=[O:17])/[CH:16]=[CH:18]/[C:20]3[N:25]=[C:24](/[CH:26]=[CH:27]/[C:28]([O:30][C:31]([CH3:34])([CH3:33])[CH3:32])=[O:29])[CH:23]=[CH:22][CH:21]=3)[CH:12]=[CH:13][CH:14]=2)[CH2:4][CH2:3]1. The catalyst class is: 1.